From a dataset of Full USPTO retrosynthesis dataset with 1.9M reactions from patents (1976-2016). Predict the reactants needed to synthesize the given product. (1) Given the product [C:59]([O:58][C:56]([N:16]1[CH2:21][CH2:20][CH2:19][CH2:18][CH:17]1[CH2:22][CH2:23][CH2:24][C:25]([O:27][CH3:28])=[O:26])=[O:57])([CH3:61])([CH3:1])[CH3:60], predict the reactants needed to synthesize it. The reactants are: [CH3:1]OC1C=C(C)C(S(Cl)(=O)=O)=C(C)C=1.Cl.[NH:16]1[CH2:21][CH2:20][CH2:19][CH2:18][CH:17]1[CH2:22][CH2:23][CH2:24][C:25]([O:27][CH3:28])=[O:26].C1C=CC(P(C2C=CC=CC=2)C2C=CC=CC=2)=CC=1.[CH3:60][CH:59]([O:58][C:56](/N=N/[C:56]([O:58][CH:59]([CH3:61])[CH3:60])=[O:57])=[O:57])[CH3:61]. (2) Given the product [CH3:8][O:9][C:10]1[C:11]([N+:16]([O-:18])=[O:17])=[CH:12][N:13]=[C:14]([OH:6])[CH:15]=1, predict the reactants needed to synthesize it. The reactants are: N.CC([O-:6])(C)C.[K+].[CH3:8][O:9][C:10]1[CH:15]=[CH:14][N:13]=[CH:12][C:11]=1[N+:16]([O-:18])=[O:17].C(OO)(C)(C)C.C(OO)(C)(C)C.C1COCC1. (3) Given the product [OH:16][CH:11]([C:17]1[CH:22]=[CH:21][C:20]([N:23]([CH3:33])[S:24]([C:27]2[CH:28]=[CH:29][CH:30]=[CH:31][CH:32]=2)(=[O:26])=[O:25])=[CH:19][CH:18]=1)[C:7]1[N:6]([CH2:5][CH2:4][O:3][CH3:1])[CH:10]=[CH:9][CH:8]=1, predict the reactants needed to synthesize it. The reactants are: [CH2:1]([O:3][CH2:4][CH2:5][N:6]1[CH:10]=[CH:9][CH:8]=[C:7]1[C:11]([C:17]1[CH:22]=[CH:21][C:20]([N:23]([CH3:33])[S:24]([C:27]2[CH:32]=[CH:31][CH:30]=[CH:29][CH:28]=2)(=[O:26])=[O:25])=[CH:19][CH:18]=1)([OH:16])C(F)(F)F)C.[Li]C(C)(C)C.COCCN1C=CC=C1C=O. (4) Given the product [F:1][C:2]1[CH:3]=[C:4]([CH:5]=[CH:6][C:7]=1[S:8][CH3:9])[O:10][CH2:12][CH2:13][CH2:14][CH:15]1[CH2:20][CH2:19][N:18]([C:21]([O:23][C:24]([CH3:25])([CH3:27])[CH3:26])=[O:22])[CH2:17][CH2:16]1, predict the reactants needed to synthesize it. The reactants are: [F:1][C:2]1[CH:3]=[C:4]([OH:10])[CH:5]=[CH:6][C:7]=1[S:8][CH3:9].O[CH2:12][CH2:13][CH2:14][CH:15]1[CH2:20][CH2:19][N:18]([C:21]([O:23][C:24]([CH3:27])([CH3:26])[CH3:25])=[O:22])[CH2:17][CH2:16]1. (5) Given the product [Cl:2][C:3]1[N:4]=[N:5][C:6]([O:9][CH2:10][CH:11]2[CH2:16][CH2:15][N:14]([CH2:17][C:18]([CH3:21])([OH:19])[CH3:20])[CH2:13][CH2:12]2)=[CH:7][CH:8]=1, predict the reactants needed to synthesize it. The reactants are: Cl.[Cl:2][C:3]1[N:4]=[N:5][C:6]([O:9][CH2:10][CH:11]2[CH2:16][CH2:15][NH:14][CH2:13][CH2:12]2)=[CH:7][CH:8]=1.[CH3:17][C:18]1([CH3:21])[CH2:20][O:19]1.C([O-])([O-])=O.[K+].[K+]. (6) Given the product [Cl:34][C:31]1[CH:30]=[CH:29][C:28]([S:25]([C:14]2([C:17]3[CH:22]=[C:21]([F:23])[CH:20]=[CH:19][C:18]=3[F:24])[CH2:13][CH2:12][CH:11]([CH2:10][S:7]([CH:5]([CH3:6])[C:4]([OH:35])=[O:3])(=[O:9])=[O:8])[CH2:16][CH2:15]2)(=[O:26])=[O:27])=[CH:33][CH:32]=1, predict the reactants needed to synthesize it. The reactants are: C([O:3][C:4](=[O:35])[CH:5]([S:7]([CH2:10][CH:11]1[CH2:16][CH2:15][C:14]([S:25]([C:28]2[CH:33]=[CH:32][C:31]([Cl:34])=[CH:30][CH:29]=2)(=[O:27])=[O:26])([C:17]2[CH:22]=[C:21]([F:23])[CH:20]=[CH:19][C:18]=2[F:24])[CH2:13][CH2:12]1)(=[O:9])=[O:8])[CH3:6])C.[OH-].[Li+].Cl. (7) Given the product [NH2:15][C:11]1[CH:10]=[C:9]([CH2:8][C:7]([N:1]2[CH2:2][CH2:3][O:4][CH2:5][CH2:6]2)=[O:18])[CH:14]=[CH:13][CH:12]=1, predict the reactants needed to synthesize it. The reactants are: [N:1]1([C:7](=[O:18])[CH2:8][C:9]2[CH:14]=[CH:13][CH:12]=[C:11]([N+:15]([O-])=O)[CH:10]=2)[CH2:6][CH2:5][O:4][CH2:3][CH2:2]1. (8) Given the product [Cl:1][C:2]1[CH:3]=[CH:4][C:5]([S:8]([NH:11][CH:12]([C:16]2[N:20]([CH2:21][CH3:22])[C:19]([CH3:23])=[N:18][N:17]=2)[CH2:13][CH2:14][CH3:15])(=[O:10])=[O:9])=[CH:6][CH:7]=1, predict the reactants needed to synthesize it. The reactants are: [Cl:1][C:2]1[CH:7]=[CH:6][C:5]([S:8]([NH:11][CH:12]([C:16]2[N:20]([CH2:21][CH3:22])[C:19]([CH3:23])=[N:18][N:17]=2)[CH2:13][CH:14]=[CH2:15])(=[O:10])=[O:9])=[CH:4][CH:3]=1. (9) Given the product [CH:45]1([C:43]([NH:42][C:37]2[CH:38]=[CH:39][C:40]([CH3:41])=[C:35]([C:19]3[CH:20]=[CH:21][C:16]([NH:15][C:13](=[O:14])[C:12]4[CH:31]=[CH:32][C:9]([CH2:8][N:5]5[CH2:6][CH2:7][S:2](=[O:1])(=[O:33])[CH2:3][CH2:4]5)=[CH:10][CH:11]=4)=[CH:17][CH:18]=3)[CH:36]=2)=[O:44])[CH2:46][CH2:47]1, predict the reactants needed to synthesize it. The reactants are: [O:1]=[S:2]1(=[O:33])[CH2:7][CH2:6][N:5]([CH2:8][C:9]2[CH:32]=[CH:31][C:12]([C:13]([NH:15][C:16]3[CH:21]=[CH:20][C:19](B4OC(C)(C)C(C)(C)O4)=[CH:18][CH:17]=3)=[O:14])=[CH:11][CH:10]=2)[CH2:4][CH2:3]1.Br[C:35]1[CH:36]=[C:37]([NH:42][C:43]([CH:45]2[CH2:47][CH2:46]2)=[O:44])[CH:38]=[CH:39][C:40]=1[CH3:41].C(=O)([O-])[O-].[Cs+].[Cs+].